Dataset: Peptide-MHC class I binding affinity with 185,985 pairs from IEDB/IMGT. Task: Regression. Given a peptide amino acid sequence and an MHC pseudo amino acid sequence, predict their binding affinity value. This is MHC class I binding data. (1) The binding affinity (normalized) is 0.774. The peptide sequence is FLLSLGIHL. The MHC is HLA-A02:01 with pseudo-sequence HLA-A02:01. (2) The peptide sequence is VRNICESEW. The MHC is Mamu-B17 with pseudo-sequence Mamu-B17. The binding affinity (normalized) is 0.507.